This data is from Reaction yield outcomes from USPTO patents with 853,638 reactions. The task is: Predict the reaction yield, written as a fraction of the theoretical maximum amount of product (1.0 means a 100% yield; for example, 0.34 means a 34% yield). (1) The reactants are [C:1]([C:5]1[CH:28]=[CH:27][C:8]([C:9]([NH:11][C:12]2[CH:17]=[CH:16][CH:15]=[C:14]([C:18]3[CH:23]=[CH:22][N:21]=[C:20]([O:24]C)[CH:19]=3)[C:13]=2[CH3:26])=[O:10])=[CH:7][CH:6]=1)([CH3:4])([CH3:3])[CH3:2].P(Br)(Br)Br.C([O-])(O)=O.[Na+]. The catalyst is ClCCCl. The product is [C:1]([C:5]1[CH:28]=[CH:27][C:8]([C:9]([NH:11][C:12]2[CH:17]=[CH:16][CH:15]=[C:14]([C:18]3[CH:23]=[CH:22][NH:21][C:20](=[O:24])[CH:19]=3)[C:13]=2[CH3:26])=[O:10])=[CH:7][CH:6]=1)([CH3:4])([CH3:2])[CH3:3]. The yield is 0.140. (2) The reactants are C[Si](C)(C)[O:3][C:4]1[CH2:9][CH2:8][CH2:7][CH2:6][CH:5]=1.[O:12]=[C:13]1[CH2:16][N:15]([C:17]([O:19][CH2:20][C:21]2[CH:26]=[CH:25][CH:24]=[CH:23][CH:22]=2)=[O:18])[CH2:14]1. The catalyst is O1CCCC1.[Ti](Cl)(Cl)(Cl)Cl. The product is [OH:12][C:13]1([CH:5]2[CH2:6][CH2:7][CH2:8][CH2:9][C:4]2=[O:3])[CH2:14][N:15]([C:17]([O:19][CH2:20][C:21]2[CH:26]=[CH:25][CH:24]=[CH:23][CH:22]=2)=[O:18])[CH2:16]1. The yield is 0.370. (3) The reactants are [NH2:1][CH2:2][C:3]1([NH2:11])[CH:8]2[CH2:9][CH2:10][N:5]([CH2:6][CH2:7]2)[CH2:4]1.[CH3:12][O:13][C:14]1[N:15]=[CH:16][C:17]2[N:22]=[C:21]([N:23]=[C:24](SC)SC)[S:20][C:18]=2[N:19]=1. The catalyst is CN(C)C=O. The product is [CH3:12][O:13][C:14]1[N:15]=[CH:16][C:17]2[N:22]=[C:21]([NH:23][C:24]3[NH:1][CH2:2][C:3]4([CH2:4][N:5]5[CH2:6][CH2:7][CH:8]4[CH2:9][CH2:10]5)[N:11]=3)[S:20][C:18]=2[N:19]=1. The yield is 0.130. (4) The reactants are [Br:1][C:2]1[CH:3]=[C:4]([CH:15]=[CH:16][CH:17]=1)[C:5]([C:7]1[CH:12]=[CH:11][CH:10]=[CH:9][C:8]=1[C:13]#[N:14])=O.[CH3:18][C:19]([S:22]([NH2:24])=[O:23])([CH3:21])[CH3:20]. The catalyst is O1CCCC1.CO.C(=O)(O)[O-].[Na+].C(OCC)(=O)C.[O-]CC.[Ti+4].[O-]CC.[O-]CC.[O-]CC. The product is [Br:1][C:2]1[CH:3]=[C:4]([C:5]([C:7]2[CH:12]=[CH:11][CH:10]=[CH:9][C:8]=2[C:13]#[N:14])=[N:24][S:22]([C:19]([CH3:21])([CH3:20])[CH3:18])=[O:23])[CH:15]=[CH:16][CH:17]=1. The yield is 0.660. (5) The product is [CH2:19]([O:10][C:9]1[CH:8]=[CH:7][C:4]([CH:5]=[O:6])=[CH:3][C:2]=1[Cl:1])[CH:18]=[CH2:17]. The yield is 0.970. The reactants are [Cl:1][C:2]1[CH:3]=[C:4]([CH:7]=[CH:8][C:9]=1[OH:10])[CH:5]=[O:6].C([O-])([O-])=O.[K+].[K+].[CH2:17](Br)[CH:18]=[CH2:19].O. The catalyst is CN(C=O)C. (6) The reactants are [OH:1][C@H:2]1[CH2:6][CH2:5][N:4]([CH3:7])[CH2:3]1.CN1CC[O:12][CH2:11]C1.ClC(OC1C=CC([N+]([O-])=O)=CC=1)=O.Cl.Cl.[CH3:30][C:31]1[CH:36]=[CH:35][C:34]([N:37]2[CH2:42][CH2:41][NH:40][CH2:39][CH2:38]2)=[CH:33][CH:32]=1.CCN(C(C)C)C(C)C. The catalyst is C(Cl)Cl.CN(C=O)C. The product is [CH3:7][N:4]1[CH2:5][CH2:6][C@H:2]([O:1][C:11]([N:40]2[CH2:41][CH2:42][N:37]([C:34]3[CH:33]=[CH:32][C:31]([CH3:30])=[CH:36][CH:35]=3)[CH2:38][CH2:39]2)=[O:12])[CH2:3]1. The yield is 0.130. (7) The reactants are [NH2:1][C:2]1[CH:7]=[CH:6][C:5]([CH2:8][OH:9])=[CH:4][CH:3]=1.[N:10]1[CH:15]=[CH:14][CH:13]=[CH:12][C:11]=1[C:16](O)=[O:17].ON1C2C=CC=CC=2N=N1.CN1CCOCC1.CCN=C=NCCCN(C)C. No catalyst specified. The product is [OH:9][CH2:8][C:5]1[CH:6]=[CH:7][C:2]([NH:1][C:16]([C:11]2[CH:12]=[CH:13][CH:14]=[CH:15][N:10]=2)=[O:17])=[CH:3][CH:4]=1. The yield is 0.920. (8) The reactants are [CH2:1]([NH2:4])[CH:2]=[CH2:3].[C:5](Cl)(=[O:12])[C:6]1[CH:11]=[CH:10][CH:9]=[CH:8][CH:7]=1. The catalyst is ClCCl. The product is [CH2:1]([NH:4][C:5](=[O:12])[C:6]1[CH:11]=[CH:10][CH:9]=[CH:8][CH:7]=1)[CH:2]=[CH2:3]. The yield is 0.910. (9) The reactants are [CH3:1][O:2][C:3](=[O:19])[CH2:4][C:5]1[CH:10]=[CH:9][C:8](OS(C(F)(F)F)(=O)=O)=[CH:7][CH:6]=1.[CH:20]1[C:29]2[C:24](=[CH:25][CH:26]=[CH:27][CH:28]=2)[CH:23]=[CH:22][C:21]=1B(O)O.[F-].[Cs+]. The catalyst is C(COC)OC. The product is [CH3:1][O:2][C:3](=[O:19])[CH2:4][C:5]1[CH:10]=[CH:9][C:8]([C:22]2[CH:21]=[CH:20][C:29]3[C:24](=[CH:25][CH:26]=[CH:27][CH:28]=3)[CH:23]=2)=[CH:7][CH:6]=1. The yield is 0.660. (10) The reactants are [NH2:1][C:2]1([CH2:17][CH2:18][NH2:19])[CH2:6][CH2:5][C@@H:4]([C:7]([O:9][CH2:10][C:11]2[CH:16]=[CH:15][CH:14]=[CH:13][CH:12]=2)=[O:8])[CH2:3]1.C(N(CC)CC)C.[C:27](N1C=CN=C1)(N1C=CN=C1)=[O:28].C(OCC)(=O)C. The catalyst is C1(C)C=CC=CC=1. The product is [O:28]=[C:27]1[NH:19][CH2:18][CH2:17][C:2]2([CH2:3][C@H:4]([C:7]([O:9][CH2:10][C:11]3[CH:16]=[CH:15][CH:14]=[CH:13][CH:12]=3)=[O:8])[CH2:5][CH2:6]2)[NH:1]1. The yield is 0.607.